This data is from NCI-60 drug combinations with 297,098 pairs across 59 cell lines. The task is: Regression. Given two drug SMILES strings and cell line genomic features, predict the synergy score measuring deviation from expected non-interaction effect. (1) Drug 1: CC(C1=C(C=CC(=C1Cl)F)Cl)OC2=C(N=CC(=C2)C3=CN(N=C3)C4CCNCC4)N. Drug 2: C#CCC(CC1=CN=C2C(=N1)C(=NC(=N2)N)N)C3=CC=C(C=C3)C(=O)NC(CCC(=O)O)C(=O)O. Cell line: PC-3. Synergy scores: CSS=41.6, Synergy_ZIP=-5.43, Synergy_Bliss=-4.65, Synergy_Loewe=-76.5, Synergy_HSA=-4.30. (2) Drug 1: CC1CCC2CC(C(=CC=CC=CC(CC(C(=O)C(C(C(=CC(C(=O)CC(OC(=O)C3CCCCN3C(=O)C(=O)C1(O2)O)C(C)CC4CCC(C(C4)OC)O)C)C)O)OC)C)C)C)OC. Drug 2: C(CN)CNCCSP(=O)(O)O. Cell line: HOP-62. Synergy scores: CSS=22.5, Synergy_ZIP=-6.64, Synergy_Bliss=-4.22, Synergy_Loewe=-17.7, Synergy_HSA=-2.93. (3) Drug 1: C1CCC(C1)C(CC#N)N2C=C(C=N2)C3=C4C=CNC4=NC=N3. Drug 2: CC1=CC=C(C=C1)C2=CC(=NN2C3=CC=C(C=C3)S(=O)(=O)N)C(F)(F)F. Cell line: 786-0. Synergy scores: CSS=5.90, Synergy_ZIP=-2.69, Synergy_Bliss=-0.689, Synergy_Loewe=0.350, Synergy_HSA=0.708. (4) Drug 1: COC1=CC(=CC(=C1O)OC)C2C3C(COC3=O)C(C4=CC5=C(C=C24)OCO5)OC6C(C(C7C(O6)COC(O7)C8=CC=CS8)O)O. Drug 2: C1=NC2=C(N1)C(=S)N=C(N2)N. Cell line: SW-620. Synergy scores: CSS=24.4, Synergy_ZIP=-1.40, Synergy_Bliss=2.13, Synergy_Loewe=-9.28, Synergy_HSA=1.21. (5) Drug 1: CN1C(=O)N2C=NC(=C2N=N1)C(=O)N. Drug 2: C1CC(=O)NC(=O)C1N2C(=O)C3=CC=CC=C3C2=O. Cell line: NCIH23. Synergy scores: CSS=-2.27, Synergy_ZIP=0.0839, Synergy_Bliss=-4.22, Synergy_Loewe=-8.03, Synergy_HSA=-6.78. (6) Drug 1: C1=CC(=CC=C1CCCC(=O)O)N(CCCl)CCCl. Drug 2: CC(C)CN1C=NC2=C1C3=CC=CC=C3N=C2N. Cell line: SK-MEL-5. Synergy scores: CSS=28.7, Synergy_ZIP=-7.58, Synergy_Bliss=-4.95, Synergy_Loewe=-7.37, Synergy_HSA=-7.23.